Dataset: HIV replication inhibition screening data with 41,000+ compounds from the AIDS Antiviral Screen. Task: Binary Classification. Given a drug SMILES string, predict its activity (active/inactive) in a high-throughput screening assay against a specified biological target. The molecule is C=CCC1C(=O)CC2(C)C(CC=C)C(=O)CC12C. The result is 0 (inactive).